From a dataset of Catalyst prediction with 721,799 reactions and 888 catalyst types from USPTO. Predict which catalyst facilitates the given reaction. Reactant: [NH2:1][CH2:2][C@@H:3]1[CH2:7][CH2:6][N:5]([C:8]2[C:17]3[C:12](=[CH:13][C:14]([CH3:18])=[CH:15][CH:16]=3)[N:11]=[C:10]([C:19]3[CH:24]=[CH:23][CH:22]=[CH:21][C:20]=3[OH:25])[N:9]=2)[CH2:4]1.C(N(CC)CC)C.Cl[C:34]([O:36][CH2:37][CH2:38][CH3:39])=[O:35]. Product: [CH2:37]([O:36][C:34](=[O:35])[NH:1][CH2:2][C@@H:3]1[CH2:7][CH2:6][N:5]([C:8]2[C:17]3[C:12](=[CH:13][C:14]([CH3:18])=[CH:15][CH:16]=3)[N:11]=[C:10]([C:19]3[CH:24]=[CH:23][CH:22]=[CH:21][C:20]=3[OH:25])[N:9]=2)[CH2:4]1)[CH2:38][CH3:39]. The catalyst class is: 2.